The task is: Predict the reactants needed to synthesize the given product.. This data is from Full USPTO retrosynthesis dataset with 1.9M reactions from patents (1976-2016). (1) Given the product [ClH:59].[OH:13][NH:12][C:10]([C:7]1([S:20]([C:23]2[CH:24]=[CH:25][C:26]([C:29]3[CH:34]=[CH:33][C:32]([O:35][C:36]([F:41])([F:40])[CH:37]([F:39])[F:38])=[CH:31][CH:30]=3)=[CH:27][CH:28]=2)(=[O:22])=[O:21])[CH2:6][CH2:5][N:4]([CH:1]2[CH2:3][CH2:2]2)[CH2:9][CH2:8]1)=[O:11], predict the reactants needed to synthesize it. The reactants are: [CH:1]1([N:4]2[CH2:9][CH2:8][C:7]([S:20]([C:23]3[CH:28]=[CH:27][C:26]([C:29]4[CH:34]=[CH:33][C:32]([O:35][C:36]([F:41])([F:40])[CH:37]([F:39])[F:38])=[CH:31][CH:30]=4)=[CH:25][CH:24]=3)(=[O:22])=[O:21])([C:10]([NH:12][O:13]C3CCCCO3)=[O:11])[CH2:6][CH2:5]2)[CH2:3][CH2:2]1.ON1C2C=CC=CC=2N=N1.C(N(CC)CC)C.[ClH:59].CN(C)CCCN=C=NCC.O1CCCCC1ON. (2) Given the product [C:1]1([CH:7]([C:20]2[CH:25]=[CH:24][CH:23]=[CH:22][CH:21]=2)[CH2:8][CH2:9][NH:10][C:11](=[O:19])[C:12]2[CH:17]=[CH:16][C:15]([N:30]3[CH2:31][CH2:32][N:27]([CH3:26])[CH2:28][CH2:29]3)=[N:14][CH:13]=2)[CH:6]=[CH:5][CH:4]=[CH:3][CH:2]=1, predict the reactants needed to synthesize it. The reactants are: [C:1]1([CH:7]([C:20]2[CH:25]=[CH:24][CH:23]=[CH:22][CH:21]=2)[CH2:8][CH2:9][NH:10][C:11](=[O:19])[C:12]2[CH:17]=[CH:16][C:15](F)=[N:14][CH:13]=2)[CH:6]=[CH:5][CH:4]=[CH:3][CH:2]=1.[CH3:26][N:27]1[CH2:32][CH2:31][NH:30][CH2:29][CH2:28]1. (3) Given the product [O:19]1[C:22]2[CH:23]=[CH:24][CH:25]=[CH:26][C:21]=2[N:20]=[C:17]1[C:15]1[CH:14]=[CH:13][C:5]2[N:6]([CH:7]3[CH2:8][CH2:9][O:10][CH2:11][CH2:12]3)[C:2]([CH3:1])=[N:3][C:4]=2[CH:16]=1, predict the reactants needed to synthesize it. The reactants are: [CH3:1][C:2]1[N:6]([CH:7]2[CH2:12][CH2:11][O:10][CH2:9][CH2:8]2)[C:5]2[CH:13]=[CH:14][C:15]([C:17]([OH:19])=O)=[CH:16][C:4]=2[N:3]=1.[NH2:20][C:21]1[CH:26]=[CH:25][CH:24]=[CH:23][C:22]=1O.N. (4) Given the product [ClH:1].[F:2][C:3]1[CH:4]=[CH:5][C:6]([CH:9]([N:14]2[CH2:19][CH2:18][CH2:17][CH2:16][CH2:15]2)[C:10]([OH:12])=[O:11])=[CH:7][CH:8]=1, predict the reactants needed to synthesize it. The reactants are: [ClH:1].[F:2][C:3]1[CH:8]=[CH:7][C:6]([CH:9]([N:14]2[CH2:19][CH2:18][CH2:17][CH2:16][CH2:15]2)[C:10]([O:12]C)=[O:11])=[CH:5][CH:4]=1. (5) Given the product [CH2:1]([O:8][C@H:9]1[C@H:14]([O:15][CH2:16][C:17]2[CH:18]=[CH:19][CH:20]=[CH:21][CH:22]=2)[C@@H:13]([O:23][CH2:24][C:25]2[CH:30]=[CH:29][CH:28]=[CH:27][CH:26]=2)[C@H:12]([C:31]2[CH:36]=[CH:35][C:34]([Cl:37])=[C:33]([CH2:38][C:39]3[CH:44]=[CH:43][C:42]([O:45][CH2:46][CH3:47])=[CH:41][CH:40]=3)[CH:32]=2)[O:11][C:10]1([CH2:48][O:49][S:58]([C:55]1[CH:56]=[CH:57][C:52]([CH3:62])=[CH:53][CH:54]=1)(=[O:60])=[O:59])[CH2:50][OH:51])[C:2]1[CH:7]=[CH:6][CH:5]=[CH:4][CH:3]=1, predict the reactants needed to synthesize it. The reactants are: [CH2:1]([O:8][C@H:9]1[C@H:14]([O:15][CH2:16][C:17]2[CH:22]=[CH:21][CH:20]=[CH:19][CH:18]=2)[C@@H:13]([O:23][CH2:24][C:25]2[CH:30]=[CH:29][CH:28]=[CH:27][CH:26]=2)[C@H:12]([C:31]2[CH:36]=[CH:35][C:34]([Cl:37])=[C:33]([CH2:38][C:39]3[CH:44]=[CH:43][C:42]([O:45][CH2:46][CH3:47])=[CH:41][CH:40]=3)[CH:32]=2)[O:11][C:10]1([CH2:50][OH:51])[CH2:48][OH:49])[C:2]1[CH:7]=[CH:6][CH:5]=[CH:4][CH:3]=1.[C:52]1([CH3:62])[CH:57]=[CH:56][C:55]([S:58](Cl)(=[O:60])=[O:59])=[CH:54][CH:53]=1. (6) Given the product [Cl:18][C:19]1[CH:24]=[CH:23][C:22]([C@H:25]2[C@H:30]([OH:31])[C@@H:29]([OH:32])[C@H:28]([OH:33])[C@@H:27]([CH2:34][OH:35])[O:26]2)=[CH:21][C:20]=1[CH2:36][C:37]1[CH:38]=[CH:39][C:40]([O:43][CH2:12][CH2:13][O:14][CH2:15][CH2:16][F:17])=[CH:41][CH:42]=1, predict the reactants needed to synthesize it. The reactants are: CC1C=CC(S(O[CH2:12][CH2:13][O:14][CH2:15][CH2:16][F:17])(=O)=O)=CC=1.[Cl:18][C:19]1[CH:24]=[CH:23][C:22]([C@H:25]2[C@H:30]([OH:31])[C@@H:29]([OH:32])[C@H:28]([OH:33])[C@@H:27]([CH2:34][OH:35])[O:26]2)=[CH:21][C:20]=1[CH2:36][C:37]1[CH:42]=[CH:41][C:40]([OH:43])=[CH:39][CH:38]=1.C(=O)([O-])[O-].[Cs+].[Cs+].